From a dataset of Catalyst prediction with 721,799 reactions and 888 catalyst types from USPTO. Predict which catalyst facilitates the given reaction. (1) Reactant: [CH:1](=O)[C:2]1[CH:7]=[CH:6][CH:5]=[CH:4][CH:3]=1.C([SiH](CC)CC)C.[NH2:16][C:17]1[C:21]2[CH:22]=[C:23]([CH2:35][OH:36])[C:24]([N:27]3[CH2:32][C@H:31]([CH3:33])[O:30][C@H:29]([CH3:34])[CH2:28]3)=[C:25]([F:26])[C:20]=2[O:19][N:18]=1. Product: [CH2:1]([NH:16][C:17]1[C:21]2[CH:22]=[C:23]([CH2:35][OH:36])[C:24]([N:27]3[CH2:32][C@H:31]([CH3:33])[O:30][C@H:29]([CH3:34])[CH2:28]3)=[C:25]([F:26])[C:20]=2[O:19][N:18]=1)[C:2]1[CH:7]=[CH:6][CH:5]=[CH:4][CH:3]=1. The catalyst class is: 67. (2) Reactant: [N:1]([CH2:4][CH2:5][CH2:6][O:7][C@@H:8]1[C@@H:16]([O:17][CH2:18][CH2:19][CH2:20][N:21]=[N+]=[N-])[C@@H:15]([O:24][CH2:25][CH2:26][CH2:27][N:28]=[N+]=[N-])[C@@H:14]([CH2:31][O:32][CH2:33][CH2:34][CH2:35][N:36]=[N+]=[N-])[O:13][C@@H:9]1[O:10][CH2:11][CH3:12])=[N+]=[N-]. Product: [NH2:1][CH2:4][CH2:5][CH2:6][O:7][C@@H:8]1[C@@H:16]([O:17][CH2:18][CH2:19][CH2:20][NH2:21])[C@@H:15]([O:24][CH2:25][CH2:26][CH2:27][NH2:28])[C@@H:14]([CH2:31][O:32][CH2:33][CH2:34][CH2:35][NH2:36])[O:13][C@@H:9]1[O:10][CH2:11][CH3:12]. The catalyst class is: 19. (3) Reactant: [BH4-].[Na+].[C:3]([C:11]1[CH:32]=[CH:31][C:14]([NH:15][C:16]2[N:21]=[C:20]([C:22]3[N:26]4[CH:27]=[CH:28][CH:29]=[CH:30][C:25]4=[N:24][CH:23]=3)[CH:19]=[CH:18][N:17]=2)=[CH:13][CH:12]=1)(=[O:10])[C:4]1[CH:9]=[CH:8][CH:7]=[CH:6][CH:5]=1.Cl. Product: [OH:10][CH:3]([C:4]1[CH:5]=[CH:6][CH:7]=[CH:8][CH:9]=1)[C:11]1[CH:32]=[CH:31][C:14]([NH:15][C:16]2[N:21]=[C:20]([C:22]3[N:26]4[CH:27]=[CH:28][CH:29]=[CH:30][C:25]4=[N:24][CH:23]=3)[CH:19]=[CH:18][N:17]=2)=[CH:13][CH:12]=1. The catalyst class is: 5. (4) Reactant: [F:1][C:2]([F:14])([F:13])[O:3][C:4]1[CH:12]=[CH:11][C:7]([C:8](Cl)=[O:9])=[CH:6][CH:5]=1.[NH2:15][C:16]1[CH:17]=[C:18]([C:22]2[C:26]([Br:27])=[CH:25][N:24]([CH3:28])[N:23]=2)[CH:19]=[CH:20][CH:21]=1.C(N(CC)CC)C. Product: [Br:27][C:26]1[C:22]([C:18]2[CH:17]=[C:16]([NH:15][C:8]([C:7]3[CH:11]=[CH:12][C:4]([O:3][C:2]([F:14])([F:13])[F:1])=[CH:5][CH:6]=3)=[O:9])[CH:21]=[CH:20][CH:19]=2)=[N:23][N:24]([CH3:28])[CH:25]=1. The catalyst class is: 2. (5) Reactant: [F:1][C:2]([F:16])([F:15])[C:3]1[CH:8]=[CH:7][C:6]([C@:9]23[CH2:14][C@H:13]2[CH2:12][NH:11][CH2:10]3)=[CH:5][CH:4]=1.Cl[CH2:18][CH2:19][CH2:20][CH2:21][N:22]1[CH:27]=[C:26]([C:28]2[CH:33]=[CH:32][CH:31]=[CH:30][CH:29]=2)[CH:25]=[N:24][C:23]1=[O:34].C(N(CC)CC)C. Product: [C:28]1([C:26]2[CH:25]=[N:24][C:23](=[O:34])[N:22]([CH2:21][CH2:20][CH2:19][CH2:18][N:11]3[CH2:12][C@H:13]4[C@:9]([C:6]5[CH:5]=[CH:4][C:3]([C:2]([F:1])([F:15])[F:16])=[CH:8][CH:7]=5)([CH2:14]4)[CH2:10]3)[CH:27]=2)[CH:29]=[CH:30][CH:31]=[CH:32][CH:33]=1. The catalyst class is: 9. (6) Reactant: [CH3:1][O:2][C:3]1[CH:11]=[C:10]([O:12][CH3:13])[CH:9]=[CH:8][C:4]=1[C:5]([OH:7])=O.COC1C=CC(N)=CC=1.[O:23]1[CH2:28][CH2:27][CH2:26][CH2:25][CH:24]1[O:29][C:30]1[CH:36]=[CH:35][C:33]([NH2:34])=[CH:32][CH:31]=1.C1CCC(N=C=NC2CCCCC2)CC1. Product: [CH3:1][O:2][C:3]1[CH:11]=[C:10]([O:12][CH3:13])[CH:9]=[CH:8][C:4]=1[C:5]([NH:34][C:33]1[CH:32]=[CH:31][C:30]([O:29][CH:24]2[CH2:25][CH2:26][CH2:27][CH2:28][O:23]2)=[CH:36][CH:35]=1)=[O:7]. The catalyst class is: 142. (7) Reactant: C(OC([NH:8][CH2:9][CH2:10][O:11][C:12]1[CH:31]=[CH:30][C:15]([CH2:16]/[C:17](=[C:22](\[CH:27]([CH3:29])[CH3:28])/[C:23]([O:25][CH3:26])=[O:24])/[C:18]([O:20][CH3:21])=[O:19])=[CH:14][CH:13]=1)=O)(C)(C)C.Cl.ClCCl.CO. Product: [CH3:21][O:20][C:18](=[O:19])/[C:17](/[CH2:16][C:15]1[CH:30]=[CH:31][C:12]([O:11][CH2:10][CH2:9][NH2:8])=[CH:13][CH:14]=1)=[C:22](/[CH:27]([CH3:28])[CH3:29])\[C:23]([O:25][CH3:26])=[O:24]. The catalyst class is: 5. (8) Reactant: [H-].[Al+3].[Li+].[H-].[H-].[H-].[CH3:7][O:8][CH2:9][C@H:10]([CH3:45])[O:11][C:12]1[CH:13]=[C:14]([C:29]2[NH:33][C:32]([C:34]3[CH:44]=[CH:43][C:37]([C:38](OCC)=[O:39])=[CH:36][N:35]=3)=[CH:31][CH:30]=2)[CH:15]=[C:16]([O:18][C:19]2[CH:24]=[CH:23][C:22]([S:25]([CH3:28])(=[O:27])=[O:26])=[CH:21][CH:20]=2)[CH:17]=1.O.[OH-].[Na+]. Product: [CH3:7][O:8][CH2:9][C@H:10]([CH3:45])[O:11][C:12]1[CH:13]=[C:14]([C:29]2[NH:33][C:32]([C:34]3[N:35]=[CH:36][C:37]([CH2:38][OH:39])=[CH:43][CH:44]=3)=[CH:31][CH:30]=2)[CH:15]=[C:16]([O:18][C:19]2[CH:20]=[CH:21][C:22]([S:25]([CH3:28])(=[O:26])=[O:27])=[CH:23][CH:24]=2)[CH:17]=1. The catalyst class is: 7. (9) Reactant: [H-].[Na+].[F:3][C:4]([F:37])([F:36])[O:5][C:6]1[CH:11]=[CH:10][C:9](/[CH:12]=[CH:13]/[C:14]2[O:15][CH:16]=[C:17]([CH2:19][O:20][C:21]3[CH:26]=[CH:25][C:24]([CH2:27][CH2:28][CH2:29][CH2:30][C:31]4[N:32]=[N:33][NH:34][CH:35]=4)=[CH:23][CH:22]=3)[N:18]=2)=[CH:8][CH:7]=1.I[CH2:39][C:40]#[N:41]. Product: [F:37][C:4]([F:36])([F:3])[O:5][C:6]1[CH:11]=[CH:10][C:9](/[CH:12]=[CH:13]/[C:14]2[O:15][CH:16]=[C:17]([CH2:19][O:20][C:21]3[CH:26]=[CH:25][C:24]([CH2:27][CH2:28][CH2:29][CH2:30][C:31]4[CH:35]=[N:34][N:33]([CH2:39][C:40]#[N:41])[N:32]=4)=[CH:23][CH:22]=3)[N:18]=2)=[CH:8][CH:7]=1. The catalyst class is: 3. (10) Reactant: O1CCCC1.[CH3:6][O:7][C:8]1[CH:9]=[C:10]([C:16]2[C:21]([NH:22][C:23](=[O:33])[CH:24]([OH:32])[C:25]3[CH:30]=[CH:29][C:28]([CH3:31])=[CH:27][CH:26]=3)=[CH:20][CH:19]=[CH:18][N:17]=2)[CH:11]=[CH:12][C:13]=1[O:14][CH3:15].C(N(CC)CC)C.[CH3:41][S:42](Cl)(=[O:44])=[O:43]. Product: [CH3:6][O:7][C:8]1[CH:9]=[C:10]([C:16]2[C:21]([NH:22][C:23](=[O:33])[CH:24]([O:32][S:42]([CH3:41])(=[O:44])=[O:43])[C:25]3[CH:26]=[CH:27][C:28]([CH3:31])=[CH:29][CH:30]=3)=[CH:20][CH:19]=[CH:18][N:17]=2)[CH:11]=[CH:12][C:13]=1[O:14][CH3:15]. The catalyst class is: 6.